Dataset: Aqueous solubility values for 9,982 compounds from the AqSolDB database. Task: Regression/Classification. Given a drug SMILES string, predict its absorption, distribution, metabolism, or excretion properties. Task type varies by dataset: regression for continuous measurements (e.g., permeability, clearance, half-life) or binary classification for categorical outcomes (e.g., BBB penetration, CYP inhibition). For this dataset (solubility_aqsoldb), we predict Y. (1) The compound is Cl/C=C/Cl. The Y is -1.19 log mol/L. (2) The molecule is CC(C)COC(=O)[C@H](C)Cl. The Y is -2.52 log mol/L. (3) The compound is CCCCOCCOCCOCc1cc2c(cc1CCC)OCO2. The Y is -4.15 log mol/L. (4) The compound is CC(=O)c1ccc(O)cc1. The Y is -1.14 log mol/L. (5) The drug is CCC(Cl)[N+](=O)[O-]. The Y is -1.19 log mol/L. (6) The molecule is Nc1ccc(N=Nc2ccccc2)c(N)c1. The Y is -3.00 log mol/L.